This data is from Peptide-MHC class I binding affinity with 185,985 pairs from IEDB/IMGT. The task is: Regression. Given a peptide amino acid sequence and an MHC pseudo amino acid sequence, predict their binding affinity value. This is MHC class I binding data. (1) The peptide sequence is TSAYLVSIF. The MHC is HLA-A32:01 with pseudo-sequence HLA-A32:01. The binding affinity (normalized) is 0.278. (2) The peptide sequence is PVVLTGGTG. The MHC is HLA-A24:02 with pseudo-sequence HLA-A24:02. The binding affinity (normalized) is 0. (3) The peptide sequence is GVYINTALL. The MHC is H-2-Db with pseudo-sequence H-2-Db. The binding affinity (normalized) is 0.0641. (4) The peptide sequence is FRAPNTREL. The MHC is HLA-A31:01 with pseudo-sequence HLA-A31:01. The binding affinity (normalized) is 0.0847. (5) The peptide sequence is QTDNDIWFW. The MHC is HLA-A24:03 with pseudo-sequence HLA-A24:03. The binding affinity (normalized) is 0.0847.